From a dataset of Forward reaction prediction with 1.9M reactions from USPTO patents (1976-2016). Predict the product of the given reaction. The product is: [C:1]([C:3]([C:11]1[S:12][CH:13]=[CH:14][C:15]=1[C:16]#[N:17])([CH:8]([CH3:10])[CH3:9])[CH2:4][CH2:5][CH2:6][I:30])#[N:2]. Given the reactants [C:1]([C:3]([C:11]1[S:12][CH:13]=[CH:14][C:15]=1[C:16]#[N:17])([CH:8]([CH3:10])[CH3:9])[CH2:4][CH2:5][CH2:6]O)#[N:2].C(N(CC)CC)C.S(Cl)(C)(=O)=O.[I-:30].[Na+], predict the reaction product.